Predict the product of the given reaction. From a dataset of Forward reaction prediction with 1.9M reactions from USPTO patents (1976-2016). The product is: [NH2:1][C:2]1[C:3]2[N:11]=[C:10]([C:12]3[CH:13]=[C:14]([CH:18]=[CH:19][CH:20]=3)[C:15]([NH:25][CH:21]3[CH2:24][CH2:23][CH2:22]3)=[O:17])[CH:9]=[CH:8][C:4]=2[N:5]=[CH:6][N:7]=1. Given the reactants [NH2:1][C:2]1[C:3]2[N:11]=[C:10]([C:12]3[CH:13]=[C:14]([CH:18]=[CH:19][CH:20]=3)[C:15]([OH:17])=O)[CH:9]=[CH:8][C:4]=2[N:5]=[CH:6][N:7]=1.[CH:21]1([NH2:25])[CH2:24][CH2:23][CH2:22]1.CN(C(ON1N=NC2C=CC=NC1=2)=[N+](C)C)C.F[P-](F)(F)(F)(F)F.CCN(C(C)C)C(C)C, predict the reaction product.